Dataset: CYP1A2 inhibition data for predicting drug metabolism from PubChem BioAssay. Task: Regression/Classification. Given a drug SMILES string, predict its absorption, distribution, metabolism, or excretion properties. Task type varies by dataset: regression for continuous measurements (e.g., permeability, clearance, half-life) or binary classification for categorical outcomes (e.g., BBB penetration, CYP inhibition). Dataset: cyp1a2_veith. (1) The drug is COc1cccc(-c2nccc(NCc3ccccc3OC)n2)c1. The result is 1 (inhibitor). (2) The drug is CN(C)c1ncc2nc(-c3ccc(Cl)cc3)c(=O)n(Cc3cccs3)c2n1. The result is 1 (inhibitor). (3) The molecule is COc1cc2c(cc1OC)C1Cc3c(cnc4c(-c5ccc(F)cc5)cnn34)C(=O)N1CC2. The result is 0 (non-inhibitor). (4) The result is 0 (non-inhibitor). The compound is CS(=O)(=O)N1CCN(c2ccc(C(=O)NC3C4CC5CC(C4)CC3C5)cc2[N+](=O)[O-])CC1. (5) The drug is COC(=O)C[C@](O)(CCCC(C)(C)O)C(=O)O[C@@H]1C(OC)=C[C@]23CCCN2CCc2cc4c(cc2[C@H]13)OCO4. The result is 0 (non-inhibitor). (6) The drug is COc1ccc(NC(=O)CSc2nnc(C3CC3)n2-c2ccccc2)cc1. The result is 0 (non-inhibitor).